Regression. Given two drug SMILES strings and cell line genomic features, predict the synergy score measuring deviation from expected non-interaction effect. From a dataset of NCI-60 drug combinations with 297,098 pairs across 59 cell lines. (1) Drug 1: CC1C(C(CC(O1)OC2CC(CC3=C2C(=C4C(=C3O)C(=O)C5=C(C4=O)C(=CC=C5)OC)O)(C(=O)C)O)N)O.Cl. Drug 2: C1=CC=C(C(=C1)C(C2=CC=C(C=C2)Cl)C(Cl)Cl)Cl. Cell line: HT29. Synergy scores: CSS=29.2, Synergy_ZIP=7.73, Synergy_Bliss=12.3, Synergy_Loewe=-16.4, Synergy_HSA=11.2. (2) Drug 1: CC1C(C(CC(O1)OC2CC(CC3=C2C(=C4C(=C3O)C(=O)C5=C(C4=O)C(=CC=C5)OC)O)(C(=O)C)O)N)O.Cl. Drug 2: C1=NC(=NC(=O)N1C2C(C(C(O2)CO)O)O)N. Cell line: K-562. Synergy scores: CSS=42.5, Synergy_ZIP=-3.38, Synergy_Bliss=-1.01, Synergy_Loewe=0.665, Synergy_HSA=2.61. (3) Drug 1: C1=C(C(=O)NC(=O)N1)F. Drug 2: C1=NC2=C(N=C(N=C2N1C3C(C(C(O3)CO)O)F)Cl)N. Cell line: SK-OV-3. Synergy scores: CSS=27.0, Synergy_ZIP=-4.58, Synergy_Bliss=-4.46, Synergy_Loewe=-0.936, Synergy_HSA=1.28. (4) Drug 1: CC1=C(C(CCC1)(C)C)C=CC(=CC=CC(=CC(=O)O)C)C. Drug 2: C1=CN(C=N1)CC(O)(P(=O)(O)O)P(=O)(O)O. Cell line: HOP-62. Synergy scores: CSS=-8.63, Synergy_ZIP=-0.824, Synergy_Bliss=-8.01, Synergy_Loewe=-8.78, Synergy_HSA=-9.76. (5) Drug 1: CN(C)C1=NC(=NC(=N1)N(C)C)N(C)C. Drug 2: CCCS(=O)(=O)NC1=C(C(=C(C=C1)F)C(=O)C2=CNC3=C2C=C(C=N3)C4=CC=C(C=C4)Cl)F. Cell line: HOP-92. Synergy scores: CSS=-4.02, Synergy_ZIP=0.503, Synergy_Bliss=-1.42, Synergy_Loewe=-4.07, Synergy_HSA=-3.72. (6) Drug 1: C1=C(C(=O)NC(=O)N1)N(CCCl)CCCl. Drug 2: C1=CN(C(=O)N=C1N)C2C(C(C(O2)CO)O)O.Cl. Cell line: SNB-75. Synergy scores: CSS=8.40, Synergy_ZIP=-7.27, Synergy_Bliss=-8.07, Synergy_Loewe=-8.13, Synergy_HSA=-7.62. (7) Drug 1: C1=NC2=C(N1)C(=S)N=CN2. Drug 2: CC(C)CN1C=NC2=C1C3=CC=CC=C3N=C2N. Cell line: MOLT-4. Synergy scores: CSS=45.8, Synergy_ZIP=4.72, Synergy_Bliss=6.12, Synergy_Loewe=1.35, Synergy_HSA=4.86.